This data is from Drug-target binding data from BindingDB using IC50 measurements. The task is: Regression. Given a target protein amino acid sequence and a drug SMILES string, predict the binding affinity score between them. We predict pIC50 (pIC50 = -log10(IC50 in M); higher means more potent). Dataset: bindingdb_ic50. (1) The small molecule is CN1CCN(c2ccc(C(=O)Nc3ccc([C@H]4C[C@@H]4N)cc3)cc2)CC1.Cl.Cl. The target protein sequence is MVEKGPEVSGKRRGRNNAAASASAAAASAAASAACASPAATAASGAAASSASAAAASAAAAPNNGQNKSLAAAAPNGNSSSNSWEEGSSGSSSDEEHGGGGMRVGPQYQAVVPDFDPAKLARRSQERDNLGMLVWSPNQNLSEAKLDEYIAIAKEKHGYNMEQALGMLFWHKHNIEKSLADLPNFTPFPDEWTVEDKVLFEQAFSFHGKTFHRIQQMLPDKSIASLVKFYYSWKKTRTKTSVMDRHARKQKREREESEDELEEANGNNPIDIEVDQNKESKKEVPPTETVPQVKKEKHSTQAKNRAKRKPPKGMFLSQEDVEAVSANATAATTVLRQLDMELVSVKRQIQNIKQTNSALKEKLDGGIEPYRLPEVIQKCNARWTTEEQLLAVQAIRKYGRDFQAISDVIGNKSVVQVKNFFVNYRRRFNIDEVLQEWEAEHGKEETNGPSNQKPVKSPDNSIKMPEEEDEAPVLDVRYASAS. The pIC50 is 6.6. (2) The compound is Cc1ccc(NC(=O)Nc2cc(C(F)(F)F)ccc2F)cc1Nc1ccc2c(c1)NC(=O)/C2=C\c1ccc[nH]1. The target protein (P25911) has sequence MGCIKSKRKDNLNDDEVDSKTQPVRNTDRTIYVRDPTSNKQQRPVPEFHLLPGQRFQTKDPEEQGDIVVALYPYDGIHPDDLSFKKGEKMKVLEEHGEWWKAKSLSSKREGFIPSNYVAKVNTLETEEWFFKDITRKDAERQLLAPGNSAGAFLIRESETLKGSFSLSVRDYDPMHGDVIKHYKIRSLDNGGYYISPRITFPCISDMIKHYQKQSDGLCRRLEKACISPKPQKPWDKDAWEIPRESIKLVKKLGAGQFGEVWMGYYNNSTKVAVKTLKPGTMSVQAFLEEANLMKTLQHDKLVRLYAVVTKEEPIYIITEFMAKGSLLDFLKSDEGGKVLLPKLIDFSAQIAEGMAYIERKNYIHRDLRAANVLVSESLMCKIADFGLARVIEDNEYTAREGAKFPIKWTAPEAINFGCFTIKSDVWSFGILLYEIVTYGKIPYPGRTNADVMSALSQGYRMPRMENCPDELYDIMKMCWKEKAEERPTFDYLQSVLDDF.... The pIC50 is 5.1. (3) The small molecule is CC(C)[C@H](NC(=O)c1ncc(-c2ccc(NC(=O)Nc3ccccc3Cl)cc2)o1)C(=O)O. The target protein (Q8TDX6) has sequence MMMVRRGLLAWISRVVVLLVLLCCAISVLYMLACTPKGDEEQLALPRANSPTGKEGYQAVLQEWEEQHRNYVSSLKRQIAQLKEELQERSEQLRNGQYQASDAAGLGLDRSPPEKTQADLLAFLHSQVDKAEVNAGVKLATEYAAVPFDSFTLQKVYQLETGLTRHPEEKPVRKDKRDELVEAIESALETLNSPAENSPNHRPYTASDFIEGIYRTERDKGTLYELTFKGDHKHEFKRLILFRPFGPIMKVKNEKLNMANTLINVIVPLAKRVDKFRQFMQNFREMCIEQDGRVHLTVVYFGKEEINEVKGILENTSKAANFRNFTFIQLNGEFSRGKGLDVGARFWKGSNVLLFFCDVDIYFTSEFLNTCRLNTQPGKKVFYPVLFSQYNPGIIYGHHDAVPPLEQQLVIKKETGFWRDFGFGMTCQYRSDFINIGGFDLDIKGWGGEDVHLYRKYLHSNLIVVRTPVRGLFHLWHEKRCMDELTPEQYKMCMQSKAMN.... The pIC50 is 3.5. (4) The compound is CC(C)C[C@H](NC(=O)[C@H](CCCNC(=N)N)NC(=O)[C@H](CCC(=O)O)NC(=O)[C@H](Cc1ccccc1)NC(=O)[C@H](CCCCN)NC(=O)[C@H](C)N)C(=O)N[C@@H](CCC(N)=O)C(=O)N[C@H](C(=O)N[C@H](C(=O)N[C@H](C(=O)N[C@@H](CC(N)=O)C(=O)O)[C@@H](C)O)C(C)C)[C@@H](C)O. The target protein (P21146) has sequence MADLEAVLADVSYLMAMEKSKATPAARASKKILLPEPSIRSVMQKYLEDRGEVTFEKIFSQKLGYLLFRDFCLKHLEEAKPLVEFYEEIKKYEKLETEEERLVCSREIFDTYIMKELLACSHPFSKSAIEHVQGHLVKKQVPPDLFQPYIEEICQNLRGDVFQKFIESDKFTRFCQWKNVELNIHLTMNDFSVHRIIGRGGFGEVYGCRKADTGKMYAMKCLDKKRIKMKQGETLALNERIMLSLVSTGDCPFIVCMSYAFHTPDKLSFILDLMNGGDLHYHLSQHGVFSEADMRFYAAEIILGLEHMHNRFVVYRDLKPANILLDEHGHVRISDLGLACDFSKKKPHASVGTHGYMAPEVLQKGVAYDSSADWFSLGCMLFKLLRGHSPFRQHKTKDKHEIDRMTLTMAVELPDSFSPELRSLLEGLLQRDVNRRLGCLGRGAQEVKESPFFRSLDWQMVFLQKYPPPLIPPRGEVNAADAFDIGSFDEEDTKGIKLLD.... The pIC50 is 2.8. (5) The small molecule is CC[C@H](C)[C@@H]1NC(=O)[C@H](Cc2ccc(O)cc2)NC(=O)[C@H](CC(=O)O)NC(=O)CCc2cccc3c2oc2c(cccc23)CCNC(=O)[C@H](CC(=O)O)NC(=O)[C@H](CC(=O)O)NC(=O)[C@H](CCCCN)NC1=O. The target protein (P06729) has sequence MSFPCKFVASFLLIFNVSSKGAVSKEITNALETWGALGQDINLDIPSFQMSDDIDDIKWEKTSDKKKIAQFRKEKETFKEKDTYKLFKNGTLKIKHLKTDDQDIYKVSIYDTKGKNVLEKIFDLKIQERVSKPKISWTCINTTLTCEVMNGTDPELNLYQDGKHLKLSQRVITHKWTTSLSAKFKCTAGNKVSKESSVEPVSCPEKGLDIYLIIGICGGGSLLMVFVALLVFYITKRKKQRSRRNDEELETRAHRVATEERGRKPHQIPASTPQNPATSQHPPPPPGHRSQAPSHRPPPPGHRVQHQPQKRPPAPSGTQVHQQKGPPLPRPRVQPKPPHGAAENSLSPSSN. The pIC50 is 7.6. (6) The drug is [O-][n+]1ccc(CC(c2ccc(C3(O)CC3)cc2)c2ccc(OC(F)F)c(OC(F)F)c2)cc1. The target protein (P27815) has sequence MEPPTVPSERSLSLSLPGPREGQATLKPPPQHLWRQPRTPIRIQQRGYSDSAERAERERQPHRPIERADAMDTSDRPGLRTTRMSWPSSFHGTGTGSGGAGGGSSRRFEAENGPTPSPGRSPLDSQASPGLVLHAGAATSQRRESFLYRSDSDYDMSPKTMSRNSSVTSEAHAEDLIVTPFAQVLASLRSVRSNFSLLTNVPVPSNKRSPLGGPTPVCKATLSEETCQQLARETLEELDWCLEQLETMQTYRSVSEMASHKFKRMLNRELTHLSEMSRSGNQVSEYISTTFLDKQNEVEIPSPTMKEREKQQAPRPRPSQPPPPPVPHLQPMSQITGLKKLMHSNSLNNSNIPRFGVKTDQEELLAQELENLNKWGLNIFCVSDYAGGRSLTCIMYMIFQERDLLKKFRIPVDTMVTYMLTLEDHYHADVAYHNSLHAADVLQSTHVLLATPALDAVFTDLEILAALFAAAIHDVDHPGVSNQFLINTNSELALMYNDES.... The pIC50 is 5.8. (7) The pIC50 is 3.1. The small molecule is CCCCCCCCCC(=O)O[C@H]1[C@H](O)[C@@H](CO)O[C@H]1n1cc(C=CBr)c(=O)[nH]c1=O. The target protein (P09250) has sequence MSTDKTDVKMGVLRIYLDGAYGIGKTTAAEEFLHHFAITPNRILLIGEPLSYWRNLAGEDAICGIYGTQTRRLNGDVSPEDAQRLTAHFQSLFCSPHAIMHAKISALMDTSTSDLVQVNKEPYKIMLSDRHPIASTICFPLSRYLVGDMSPAALPGLLFTLPAEPPGTNLVVCTVSLPSHLSRVSKRARPGETVNLPFVMVLRNVYIMLINTIIFLKTNNWHAGWNTLSFCNDVFKQKLQKSECIKLREVPGIEDTLFAVLKLPELCGEFGNILPLWAWGMETLSNCSRSMSPFVLSLEQTPQHAAQELKTLLPQMTPANMSSGAWNILKELVNAVQDNTS.